Dataset: Forward reaction prediction with 1.9M reactions from USPTO patents (1976-2016). Task: Predict the product of the given reaction. (1) Given the reactants Cl[C:2]1C=C([N+]([O-])=O)C=C(Cl)[C:3]=1[NH2:4].C(O)(=[O:16])CC.N(OS(=O)(=O)O)=O.S(=O)(=O)(O)N.[Cl:30][C:31]1[CH:36]=[C:35]([N+:37]([O-:39])=[O:38])[CH:34]=[C:33]([Cl:40])[C:32]=1[N:41]=[N:42][C:43]1[CH:59]=[CH:58][C:46]([N:47]([CH2:56][CH3:57])[CH2:48][CH2:49][C:50](OCC#N)=[O:51])=[CH:45][CH:44]=1, predict the reaction product. The product is: [Cl:30][C:31]1[CH:36]=[C:35]([N+:37]([O-:39])=[O:38])[CH:34]=[C:33]([Cl:40])[C:32]=1[N:41]=[N:42][C:43]1[CH:44]=[CH:45][C:46]([N:47]([CH2:56][CH3:57])[CH2:48][C:49](=[C:50]=[O:51])[O:16][CH2:2][C:3]#[N:4])=[CH:58][CH:59]=1. (2) Given the reactants [Cl:1][C:2]1[CH:37]=[CH:36][C:5]([CH2:6][N:7]2[C:15]3[C:14](=[O:16])[N:13]([CH2:17][CH2:18][CH2:19][OH:20])[C:12](=[O:21])[N:11]([CH3:22])[C:10]=3[N:9]=[C:8]2[C:23](=[O:35])[C:24]2[CH:29]=[CH:28][CH:27]=[C:26]([O:30][C:31]([F:34])([F:33])[F:32])[CH:25]=2)=[CH:4][CH:3]=1.[BH4-].[Na+], predict the reaction product. The product is: [Cl:1][C:2]1[CH:37]=[CH:36][C:5]([CH2:6][N:7]2[C:15]3[C:14](=[O:16])[N:13]([CH2:17][CH2:18][CH2:19][OH:20])[C:12](=[O:21])[N:11]([CH3:22])[C:10]=3[N:9]=[C:8]2[CH:23]([OH:35])[C:24]2[CH:29]=[CH:28][CH:27]=[C:26]([O:30][C:31]([F:32])([F:33])[F:34])[CH:25]=2)=[CH:4][CH:3]=1.